From a dataset of Forward reaction prediction with 1.9M reactions from USPTO patents (1976-2016). Predict the product of the given reaction. (1) The product is: [CH3:9][C:1]1[CH:6]=[CH:5][C:4]([C:7]#[N:8])=[CH:3][C:2]=1[N+:10]([O-:12])=[O:11]. Given the reactants [C:1]1([CH3:9])[CH:6]=[CH:5][C:4]([C:7]#[N:8])=[CH:3][CH:2]=1.[N+:10]([O-])([OH:12])=[O:11], predict the reaction product. (2) Given the reactants [C:1]([O:5][C:6]([NH:8][CH2:9][C:10]([OH:12])=O)=[O:7])([CH3:4])([CH3:3])[CH3:2].C1CCC(N=C=NC2CCCCC2)CC1.Cl.[CH2:29]([O:36][C:37]1[CH:43]=[CH:42][C:40]([NH2:41])=[CH:39][CH:38]=1)[C:30]1[CH:35]=[CH:34][CH:33]=[CH:32][CH:31]=1, predict the reaction product. The product is: [CH2:29]([O:36][C:37]1[CH:38]=[CH:39][C:40]([NH:41][C:10](=[O:12])[CH2:9][NH:8][C:6](=[O:7])[O:5][C:1]([CH3:2])([CH3:3])[CH3:4])=[CH:42][CH:43]=1)[C:30]1[CH:31]=[CH:32][CH:33]=[CH:34][CH:35]=1. (3) Given the reactants [F:1][C:2]1[CH:7]=[C:6]([N+:8]([O-])=O)[CH:5]=[CH:4][C:3]=1[N:11]1[CH:15]=[CH:14][N:13]=[CH:12]1.[BH4-].[Na+], predict the reaction product. The product is: [F:1][C:2]1[CH:7]=[C:6]([NH2:8])[CH:5]=[CH:4][C:3]=1[N:11]1[CH:15]=[CH:14][N:13]=[CH:12]1. (4) Given the reactants [H-].[Na+].[CH2:3]([OH:7])[C:4]#[C:5][CH3:6].[Cl:8][C:9]1[C:14]([CH3:15])=[C:13](Cl)[N:12]=[CH:11][N:10]=1.[Cl-].[NH4+], predict the reaction product. The product is: [Cl:8][C:9]1[C:14]([CH3:15])=[C:13]([O:7][CH2:3][C:4]#[C:5][CH3:6])[N:12]=[CH:11][N:10]=1.